Task: Predict the reactants needed to synthesize the given product.. Dataset: Full USPTO retrosynthesis dataset with 1.9M reactions from patents (1976-2016) (1) Given the product [C:8]1([N:14]2[C:23]3[C:18](=[CH:19][CH:20]=[CH:21][CH:22]=3)[CH2:17][CH:16]([NH:24][C:26]3[N:31]=[C:30]([NH2:32])[N:29]=[C:28]4[NH:33][N:34]=[CH:35][C:27]=34)[CH2:15]2)[CH:13]=[CH:12][CH:11]=[CH:10][CH:9]=1, predict the reactants needed to synthesize it. The reactants are: OC(C(F)(F)F)=O.[C:8]1([N:14]2[C:23]3[C:18](=[CH:19][CH:20]=[CH:21][CH:22]=3)[CH2:17][CH:16]([NH2:24])[CH2:15]2)[CH:13]=[CH:12][CH:11]=[CH:10][CH:9]=1.Cl[C:26]1[N:31]=[C:30]([NH2:32])[N:29]=[C:28]2[NH:33][N:34]=[CH:35][C:27]=12.C(N(C(C)C)CC)(C)C. (2) Given the product [Cl:5][C:6]1[CH:11]=[CH:10][CH:9]=[C:8]([Cl:12])[C:7]=1[C:13]1[S:14][CH:15]=[C:16](/[CH:18]=[CH:19]/[C:20]([N:1]=[N+:2]=[N-:3])=[O:21])[N:17]=1, predict the reactants needed to synthesize it. The reactants are: [N-:1]=[N+:2]=[N-:3].[Na+].[Cl:5][C:6]1[CH:11]=[CH:10][CH:9]=[C:8]([Cl:12])[C:7]=1[C:13]1[S:14][CH:15]=[C:16](/[CH:18]=[CH:19]/[C:20](Cl)=[O:21])[N:17]=1.